From a dataset of Forward reaction prediction with 1.9M reactions from USPTO patents (1976-2016). Predict the product of the given reaction. (1) Given the reactants C(O)(=O)/C=C/C(O)=O.[Cl:9][C:10]1[CH:29]=[CH:28][C:13]2[C:14]([C:17]3[CH:22]=[CH:21][CH:20]=[CH:19][C:18]=3[CH:23]([CH2:25][C:26]#[CH:27])[NH2:24])=[N:15][O:16][C:12]=2[CH:11]=1, predict the reaction product. The product is: [ClH:9].[O:16]1[C:12]2[CH:11]=[CH:10][CH:29]=[CH:28][C:13]=2[C:14]([C:17]2[CH:22]=[CH:21][CH:20]=[CH:19][C:18]=2[C@@H:23]([CH2:25][CH:26]=[CH2:27])[NH2:24])=[N:15]1. (2) Given the reactants CS(O[CH:6]1[CH2:9][N:8]([C:10]2[S:11][CH:12]=[C:13]([C:15](=[O:35])[NH:16][C@@H:17]3[CH2:21][CH2:20][N:19]([C:22]([O:24][CH2:25][C:26]4[CH:31]=[CH:30][C:29]([N+:32]([O-:34])=[O:33])=[CH:28][CH:27]=4)=[O:23])[CH2:18]3)[N:14]=2)[CH2:7]1)(=O)=O.[C:36]([O-:39])(=[S:38])[CH3:37].[K+], predict the reaction product. The product is: [C:36]([S:38][CH:6]1[CH2:7][N:8]([C:10]2[S:11][CH:12]=[C:13]([C:15](=[O:35])[NH:16][C@@H:17]3[CH2:21][CH2:20][N:19]([C:22]([O:24][CH2:25][C:26]4[CH:31]=[CH:30][C:29]([N+:32]([O-:34])=[O:33])=[CH:28][CH:27]=4)=[O:23])[CH2:18]3)[N:14]=2)[CH2:9]1)(=[O:39])[CH3:37]. (3) Given the reactants O.[OH-].[Li+].[F:4][C:5]1[CH:10]=[CH:9][CH:8]=[CH:7][C:6]=1[N:11]1[C:15]([C:16]2[N:17]=[CH:18][N:19]([C:21]3[CH:30]=[CH:29][C:24]([C:25]([O:27]C)=[O:26])=[CH:23][N:22]=3)[CH:20]=2)=[C:14]([CH3:31])[N:13]=[N:12]1, predict the reaction product. The product is: [F:4][C:5]1[CH:10]=[CH:9][CH:8]=[CH:7][C:6]=1[N:11]1[C:15]([C:16]2[N:17]=[CH:18][N:19]([C:21]3[CH:30]=[CH:29][C:24]([C:25]([OH:27])=[O:26])=[CH:23][N:22]=3)[CH:20]=2)=[C:14]([CH3:31])[N:13]=[N:12]1.